From a dataset of Peptide-MHC class II binding affinity with 134,281 pairs from IEDB. Regression. Given a peptide amino acid sequence and an MHC pseudo amino acid sequence, predict their binding affinity value. This is MHC class II binding data. The binding affinity (normalized) is 0.215. The peptide sequence is LIGLRIVFAVLSIVNRVRQG. The MHC is DRB1_0301 with pseudo-sequence DRB1_0301.